From a dataset of Forward reaction prediction with 1.9M reactions from USPTO patents (1976-2016). Predict the product of the given reaction. (1) Given the reactants [C:1]([N:8]1[CH2:12][CH:11]=[CH:10][CH2:9]1)([O:3][C:4]([CH3:7])([CH3:6])[CH3:5])=[O:2].BrN1C(C)(C)C(=O)N(Br)C1=[O:16].[C:24](#[N:26])C, predict the reaction product. The product is: [OH:16][CH:11]1[CH:10]([NH:26][CH3:24])[CH2:9][N:8]([C:1]([O:3][C:4]([CH3:7])([CH3:6])[CH3:5])=[O:2])[CH2:12]1. (2) Given the reactants [CH3:1][C:2](C)([O-])C.[Na+].CN(C)C(=O)C.[CH2:13]([O:20][C:21]1[CH:22]=[CH:23][C:24]2[NH:30][C:29](=[O:31])[C:28]([CH3:33])([CH3:32])[C:27](=[O:34])[N:26]([CH3:35])[C:25]=2[CH:36]=1)[C:14]1[CH:19]=[CH:18][CH:17]=[CH:16][CH:15]=1.C(I)C, predict the reaction product. The product is: [CH2:13]([O:20][C:21]1[CH:22]=[CH:23][C:24]2[N:30]([CH2:1][CH3:2])[C:29](=[O:31])[C:28]([CH3:33])([CH3:32])[C:27](=[O:34])[N:26]([CH3:35])[C:25]=2[CH:36]=1)[C:14]1[CH:15]=[CH:16][CH:17]=[CH:18][CH:19]=1.